Dataset: Reaction yield outcomes from USPTO patents with 853,638 reactions. Task: Predict the reaction yield, written as a fraction of the theoretical maximum amount of product (1.0 means a 100% yield; for example, 0.34 means a 34% yield). (1) The product is [Cl:3][C:4]1[C:9]([C:10]([NH:12][C:13]2[CH:18]=[CH:17][C:16]([CH2:19][C:20]([OH:22])=[O:21])=[CH:15][CH:14]=2)=[O:11])=[C:8]([F:25])[C:7]([O:26][CH2:27][C:28]2[CH:33]=[CH:32][CH:31]=[C:30]([Cl:34])[CH:29]=2)=[CH:6][CH:5]=1. The catalyst is O1CCOCC1. The reactants are [OH-].[Li+].[Cl:3][C:4]1[C:9]([C:10]([NH:12][C:13]2[CH:18]=[CH:17][C:16]([CH2:19][C:20]([O:22]CC)=[O:21])=[CH:15][CH:14]=2)=[O:11])=[C:8]([F:25])[C:7]([O:26][CH2:27][C:28]2[CH:33]=[CH:32][CH:31]=[C:30]([Cl:34])[CH:29]=2)=[CH:6][CH:5]=1.O. The yield is 0.320. (2) The catalyst is C(Cl)Cl. The yield is 0.710. The product is [Br:8][C:6]1[CH:7]=[C:2]([NH:1][C:15](=[O:19])[CH:16]([CH3:18])[CH3:17])[CH:3]=[N:4][CH:5]=1. The reactants are [NH2:1][C:2]1[CH:3]=[N:4][CH:5]=[C:6]([Br:8])[CH:7]=1.N1C=CC=CC=1.[C:15](Cl)(=[O:19])[CH:16]([CH3:18])[CH3:17]. (3) The reactants are [CH3:1][C:2]1[S:3][C:4]([C:10]2[CH:15]=[CH:14][CH:13]=[CH:12][CH:11]=2)=[C:5]([C:7]([OH:9])=O)[N:6]=1.C(Cl)(=O)C(Cl)=O.CN(C=O)C.[F:27][C:28]1[N:33]2[CH:34]=[C:35]([CH2:37][C@@H:38]3[CH2:43][CH2:42][CH2:41][CH2:40][NH:39]3)[N:36]=[C:32]2[CH:31]=[CH:30][CH:29]=1. The catalyst is C(Cl)Cl. The product is [F:27][C:28]1[N:33]2[CH:34]=[C:35]([CH2:37][C@@H:38]3[CH2:43][CH2:42][CH2:41][CH2:40][N:39]3[C:7]([C:5]3[N:6]=[C:2]([CH3:1])[S:3][C:4]=3[C:10]3[CH:15]=[CH:14][CH:13]=[CH:12][CH:11]=3)=[O:9])[N:36]=[C:32]2[CH:31]=[CH:30][CH:29]=1. The yield is 0.340. (4) The reactants are [Cl:1][C:2]1[C:10]2[N:9]=[C:8]([NH:11][C:12]3[CH:13]=[N:14][C:15]([N:19]([CH3:21])[CH3:20])=[CH:16][C:17]=3[CH3:18])[N:7]([CH2:22][CH2:23][CH2:24]O)[C:6]=2[C:5]([CH:26]([CH2:29][CH3:30])[CH2:27][CH3:28])=[CH:4][CH:3]=1.CS(Cl)(=O)=O.C(=O)(O)[O-].[Na+].C(=O)([O-])[O-].[K+].[K+]. The catalyst is N1C=CC=CC=1.O. The product is [Cl:1][C:2]1[C:10]2[N:9]=[C:8]3[N:11]([C:12]4[C:17]([CH3:18])=[CH:16][C:15]([N:19]([CH3:21])[CH3:20])=[N:14][CH:13]=4)[CH2:24][CH2:23][CH2:22][N:7]3[C:6]=2[C:5]([CH:26]([CH2:29][CH3:30])[CH2:27][CH3:28])=[CH:4][CH:3]=1. The yield is 0.520. (5) The reactants are [CH:1]([C:4]1[CH:8]=[C:7]([NH2:9])[N:6]([C:10]2[CH:15]=[CH:14][C:13]([O:16][CH3:17])=[CH:12][CH:11]=2)[N:5]=1)([CH3:3])[CH3:2].C(=O)([O-])[O-].[K+].[K+].Cl[C:25]([O:27][C:28]1[CH:33]=[CH:32][CH:31]=[CH:30][CH:29]=1)=[O:26]. The catalyst is C(Cl)Cl. The product is [CH:1]([C:4]1[CH:8]=[C:7]([NH:9][C:25](=[O:26])[O:27][C:28]2[CH:33]=[CH:32][CH:31]=[CH:30][CH:29]=2)[N:6]([C:10]2[CH:11]=[CH:12][C:13]([O:16][CH3:17])=[CH:14][CH:15]=2)[N:5]=1)([CH3:3])[CH3:2]. The yield is 0.980. (6) The reactants are [CH3:1][O:2][C:3]1[CH:4]=[C:5]2[C:10](=[CH:11][C:12]=1[O:13][CH3:14])[N:9]=[CH:8][N:7]=[C:6]2[O:15][C:16]1[C:17]([CH3:23])=[C:18]([CH:20]=[CH:21][CH:22]=1)[NH2:19].[C:24]([C:28]1[CH:32]=[C:31]([NH:33][C:34](=O)[O:35]C2C=CC=CC=2)[N:30]([C:43]2[CH:48]=[CH:47][C:46]([CH3:49])=[CH:45][CH:44]=2)[N:29]=1)([CH3:27])([CH3:26])[CH3:25]. No catalyst specified. The product is [C:24]([C:28]1[CH:32]=[C:31]([NH:33][C:34]([NH:19][C:18]2[CH:20]=[CH:21][CH:22]=[C:16]([O:15][C:6]3[C:5]4[C:10](=[CH:11][C:12]([O:13][CH3:14])=[C:3]([O:2][CH3:1])[CH:4]=4)[N:9]=[CH:8][N:7]=3)[C:17]=2[CH3:23])=[O:35])[N:30]([C:43]2[CH:48]=[CH:47][C:46]([CH3:49])=[CH:45][CH:44]=2)[N:29]=1)([CH3:27])([CH3:26])[CH3:25]. The yield is 0.790. (7) The reactants are F[C:2]1[CH:9]=[CH:8][CH:7]=[CH:6][C:3]=1[CH:4]=[O:5].[CH2:10]([O:12][C:13]([N:15]1[CH2:20][CH2:19][NH:18][CH2:17][CH2:16]1)=[O:14])[CH3:11].C(=O)([O-])[O-].[Ca+2]. The catalyst is CS(C)=O. The product is [CH2:10]([O:12][C:13]([N:15]1[CH2:16][CH2:17][N:18]([C:2]2[CH:9]=[CH:8][CH:7]=[CH:6][C:3]=2[CH:4]=[O:5])[CH2:19][CH2:20]1)=[O:14])[CH3:11]. The yield is 0.680. (8) The reactants are Cl.[NH2:2][OH:3].C[O-].[Na+].CO.C[O:10][C:11](=O)[C@@H:12]([NH:16][C:17](=[O:38])[C:18]1[CH:23]=[CH:22][C:21]([CH2:24][C:25]2[CH:30]=[CH:29][C:28]([CH2:31][N:32]3[CH2:37][CH2:36][O:35][CH2:34][CH2:33]3)=[CH:27][CH:26]=2)=[CH:20][CH:19]=1)[C@H:13]([OH:15])[CH3:14].Cl. The catalyst is CO.C1COCC1.CO. The product is [OH:15][C@H:13]([CH3:14])[C@H:12]([NH:16][C:17](=[O:38])[C:18]1[CH:19]=[CH:20][C:21]([CH2:24][C:25]2[CH:26]=[CH:27][C:28]([CH2:31][N:32]3[CH2:33][CH2:34][O:35][CH2:36][CH2:37]3)=[CH:29][CH:30]=2)=[CH:22][CH:23]=1)[C:11](=[O:10])[NH:2][OH:3]. The yield is 0.500. (9) The reactants are C([Li])CCC.Br[C:7]1[CH:8]=[C:9]([CH:21]([F:23])[F:22])[C:10]([O:13][Si](C(C)(C)C)(C)C)=[N:11][CH:12]=1.[Br:24][C:25]1[CH:26]=[C:27]([C:31]([C:39]2[CH:44]=[CH:43][CH:42]=[C:41]([F:45])[C:40]=2[C:46]#[N:47])=[N:32]S(C(C)(C)C)=O)[CH:28]=[CH:29][CH:30]=1.Cl.CO.[OH-].[Na+]. The catalyst is C1COCC1.[Cl-].[Na+].O.C(Cl)(Cl)Cl.CO.O. The product is [NH2:47][C:46]1[C:40]2[C:39](=[CH:44][CH:43]=[CH:42][C:41]=2[F:45])[C:31]([C:7]2[CH:8]=[C:9]([CH:21]([F:22])[F:23])[C:10](=[O:13])[NH:11][CH:12]=2)([C:27]2[CH:28]=[CH:29][CH:30]=[C:25]([Br:24])[CH:26]=2)[N:32]=1. The yield is 0.690.